From a dataset of Forward reaction prediction with 1.9M reactions from USPTO patents (1976-2016). Predict the product of the given reaction. Given the reactants Br[C:2]1[CH:3]=[CH:4][C:5]([C:8]([F:11])([F:10])[F:9])=[N:6][CH:7]=1.[CH:12]([Sn](CCCC)(CCCC)CCCC)=[CH2:13], predict the reaction product. The product is: [F:9][C:8]([F:11])([F:10])[C:5]1[CH:4]=[CH:3][C:2]([CH:12]=[CH2:13])=[CH:7][N:6]=1.